This data is from TCR-epitope binding with 47,182 pairs between 192 epitopes and 23,139 TCRs. The task is: Binary Classification. Given a T-cell receptor sequence (or CDR3 region) and an epitope sequence, predict whether binding occurs between them. (1) The epitope is KLPDDFTGCV. The TCR CDR3 sequence is CASSEGLFGNQPQHF. Result: 1 (the TCR binds to the epitope). (2) The epitope is DATYQRTRALVR. The TCR CDR3 sequence is CASSYPGSQETQYF. Result: 0 (the TCR does not bind to the epitope).